Dataset: Forward reaction prediction with 1.9M reactions from USPTO patents (1976-2016). Task: Predict the product of the given reaction. (1) Given the reactants Cl[C:2]1[C:7]([C:8]([O:10]CC)=[O:9])=[CH:6][N:5]=[C:4]([S:13][CH3:14])[N:3]=1.[CH3:15][O-:16].[Na+].[OH-].[Na+], predict the reaction product. The product is: [CH3:15][O:16][C:2]1[C:7]([C:8]([OH:10])=[O:9])=[CH:6][N:5]=[C:4]([S:13][CH3:14])[N:3]=1. (2) Given the reactants [CH3:1][C:2]([N:12]1[CH2:16][CH2:15][CH2:14][CH2:13]1)([CH3:11])[CH:3]([NH2:10])[C:4]1[CH:9]=[CH:8][CH:7]=[CH:6][CH:5]=1.C(N(CC)CC)C.[Cl:24][C:25]1[CH:33]=[C:32]([Cl:34])[CH:31]=[C:30]([O:35][CH3:36])[C:26]=1[C:27](Cl)=[O:28].C(=O)([O-])O.[Na+], predict the reaction product. The product is: [Cl:24][C:25]1[CH:33]=[C:32]([Cl:34])[CH:31]=[C:30]([O:35][CH3:36])[C:26]=1[C:27]([NH:10][CH:3]([C:4]1[CH:9]=[CH:8][CH:7]=[CH:6][CH:5]=1)[C:2]([CH3:1])([N:12]1[CH2:13][CH2:14][CH2:15][CH2:16]1)[CH3:11])=[O:28]. (3) Given the reactants [C:1]([C:8]1[CH:28]=[CH:27][C:11]([O:12][CH:13]([CH2:19][CH2:20][CH2:21][CH2:22][CH2:23][CH2:24][CH2:25][CH3:26])[C:14]([O:16]CC)=[O:15])=[CH:10][CH:9]=1)(=[O:7])[CH2:2][CH2:3][CH2:4][CH2:5][CH3:6].[OH-].[Li+], predict the reaction product. The product is: [C:1]([C:8]1[CH:9]=[CH:10][C:11]([O:12][CH:13]([CH2:19][CH2:20][CH2:21][CH2:22][CH2:23][CH2:24][CH2:25][CH3:26])[C:14]([OH:16])=[O:15])=[CH:27][CH:28]=1)(=[O:7])[CH2:2][CH2:3][CH2:4][CH2:5][CH3:6]. (4) Given the reactants Br[C:2]1[CH:3]=[C:4]([CH:8]2[CH2:11][C:10]([C:13]3[CH:18]=[CH:17][C:16]([O:19][CH2:20][C:21]4[C:22]([C:29]5[C:34]([Cl:35])=[CH:33][CH:32]=[CH:31][C:30]=5[Cl:36])=[N:23][O:24][C:25]=4[CH:26]4[CH2:28][CH2:27]4)=[CH:15][C:14]=3[Cl:37])([OH:12])[CH2:9]2)[CH:5]=[CH:6][CH:7]=1.C([O-])([O-])=O.[K+].[K+].[C:44]1([CH2:50][SH:51])[CH:49]=[CH:48][CH:47]=[CH:46][CH:45]=1.CC1(C)C2C(=C(P(C3C=CC=CC=3)C3C=CC=CC=3)C=CC=2)OC2C(P(C3C=CC=CC=3)C3C=CC=CC=3)=CC=CC1=2, predict the reaction product. The product is: [CH2:50]([S:51][C:2]1[CH:3]=[C:4]([CH:8]2[CH2:11][C:10]([C:13]3[CH:18]=[CH:17][C:16]([O:19][CH2:20][C:21]4[C:22]([C:29]5[C:34]([Cl:35])=[CH:33][CH:32]=[CH:31][C:30]=5[Cl:36])=[N:23][O:24][C:25]=4[CH:26]4[CH2:28][CH2:27]4)=[CH:15][C:14]=3[Cl:37])([OH:12])[CH2:9]2)[CH:5]=[CH:6][CH:7]=1)[C:44]1[CH:49]=[CH:48][CH:47]=[CH:46][CH:45]=1.